Dataset: Catalyst prediction with 721,799 reactions and 888 catalyst types from USPTO. Task: Predict which catalyst facilitates the given reaction. Reactant: [F:1][C:2]1[CH:10]=[C:9]2[C:5]([C:6]([C:20]3[CH:35]=[CH:34][C:23]4[N:24]=[C:25]([CH2:27][CH:28]5[CH2:33][CH2:32][NH:31][CH2:30][CH2:29]5)[O:26][C:22]=4[CH:21]=3)=[CH:7][N:8]2[S:11]([C:14]2[CH:19]=[CH:18][CH:17]=[CH:16][CH:15]=2)(=[O:13])=[O:12])=[CH:4][CH:3]=1.[CH3:36]C(O)=O.C=O.O.[BH-](OC(C)=O)(OC(C)=O)OC(C)=O.[Na+]. Product: [F:1][C:2]1[CH:10]=[C:9]2[C:5]([C:6]([C:20]3[CH:35]=[CH:34][C:23]4[N:24]=[C:25]([CH2:27][CH:28]5[CH2:29][CH2:30][N:31]([CH3:36])[CH2:32][CH2:33]5)[O:26][C:22]=4[CH:21]=3)=[CH:7][N:8]2[S:11]([C:14]2[CH:19]=[CH:18][CH:17]=[CH:16][CH:15]=2)(=[O:13])=[O:12])=[CH:4][CH:3]=1. The catalyst class is: 61.